Dataset: Full USPTO retrosynthesis dataset with 1.9M reactions from patents (1976-2016). Task: Predict the reactants needed to synthesize the given product. (1) Given the product [OH:29][CH2:28][C:27]([NH:26][C:9]([C:8]1[CH:7]=[CH:6][C:5]([C:3]([O:2][CH3:1])=[O:4])=[CH:13][CH:12]=1)=[O:11])([CH3:31])[CH3:30], predict the reactants needed to synthesize it. The reactants are: [CH3:1][O:2][C:3]([C:5]1[CH:13]=[CH:12][C:8]([C:9]([OH:11])=O)=[CH:7][CH:6]=1)=[O:4].C(N1C=CN=C1)(N1C=CN=C1)=O.[NH2:26][C:27]([CH3:31])([CH3:30])[CH2:28][OH:29]. (2) The reactants are: Cl[C:2]1[N:7]=[C:6]([N:8]2[CH2:13][CH2:12][O:11][CH2:10][CH2:9]2)[N:5]=[C:4]([N:14]2[C:18]3[CH:19]=[CH:20][CH:21]=[C:22]([O:23][CH3:24])[C:17]=3[N:16]=[C:15]2[CH:25]([F:27])[F:26])[N:3]=1.[NH:28]1[CH2:33][CH2:32][CH2:31][CH:30]([CH2:34][NH:35][C:36](=[O:42])[O:37][C:38]([CH3:41])([CH3:40])[CH3:39])[CH2:29]1. Given the product [F:26][CH:25]([F:27])[C:15]1[N:14]([C:4]2[N:5]=[C:6]([N:8]3[CH2:13][CH2:12][O:11][CH2:10][CH2:9]3)[N:7]=[C:2]([N:28]3[CH2:33][CH2:32][CH2:31][CH:30]([CH2:34][NH:35][C:36](=[O:42])[O:37][C:38]([CH3:40])([CH3:39])[CH3:41])[CH2:29]3)[N:3]=2)[C:18]2[CH:19]=[CH:20][CH:21]=[C:22]([O:23][CH3:24])[C:17]=2[N:16]=1, predict the reactants needed to synthesize it. (3) Given the product [C:1]([C:3]1[CH:12]=[C:11]([CH2:13][N:14]([C:16]([O:18][C:19]([CH3:22])([CH3:21])[CH3:20])=[O:17])[CH3:15])[CH:10]=[CH:9][C:4]=1[C:5]([OH:7])=[O:6])#[N:2], predict the reactants needed to synthesize it. The reactants are: [C:1]([C:3]1[CH:12]=[C:11]([CH2:13][N:14]([C:16]([O:18][C:19]([CH3:22])([CH3:21])[CH3:20])=[O:17])[CH3:15])[CH:10]=[CH:9][C:4]=1[C:5]([O:7]C)=[O:6])#[N:2].[OH-].[Na+]. (4) Given the product [CH3:6][O:7][C:8](=[O:37])[NH:9][CH:10]([C:14]([N:16]1[CH2:20][CH2:19][CH2:18][CH:17]1[C:21](=[O:36])[NH:22][C:23]1[CH:28]=[CH:27][C:26]([C:29]2[CH:34]=[CH:33][C:32]([B:38]3[O:42][C:41]([CH3:44])([CH3:43])[C:40]([CH3:46])([CH3:45])[O:39]3)=[CH:31][CH:30]=2)=[CH:25][CH:24]=1)=[O:15])[CH:11]([CH3:13])[CH3:12], predict the reactants needed to synthesize it. The reactants are: COC(=O)N.[CH3:6][O:7][C:8](=[O:37])[NH:9][CH:10]([C:14]([N:16]1[CH2:20][CH2:19][CH2:18][CH:17]1[C:21](=[O:36])[NH:22][C:23]1[CH:28]=[CH:27][C:26]([C:29]2[CH:34]=[CH:33][C:32](Br)=[CH:31][CH:30]=2)=[CH:25][CH:24]=1)=[O:15])[CH:11]([CH3:13])[CH3:12].[B:38]1([B:38]2[O:42][C:41]([CH3:44])([CH3:43])[C:40]([CH3:46])([CH3:45])[O:39]2)[O:42][C:41]([CH3:44])([CH3:43])[C:40]([CH3:46])([CH3:45])[O:39]1.C([O-])(=O)C.[K+]. (5) The reactants are: [C:1]([C:5]1[CH:6]=[C:7]([C:12]2[CH:17]=[CH:16][C:15]([F:18])=[CH:14][C:13]=2[F:19])[CH:8]=[CH:9][C:10]=1[OH:11])([CH3:4])([CH3:3])[CH3:2].[Cl:20][C:21]1[CH:26]=[C:25]([S:27]([C:30]([F:33])([F:32])[F:31])(=[O:29])=[O:28])[CH:24]=[CH:23][C:22]=1[N:34]=[C:35]=[O:36]. Given the product [Cl:20][C:21]1[CH:26]=[C:25]([S:27]([C:30]([F:33])([F:32])[F:31])(=[O:29])=[O:28])[CH:24]=[CH:23][C:22]=1[NH:34][C:35]([C:9]1[CH:8]=[C:7]([C:12]2[CH:17]=[CH:16][C:15]([F:18])=[CH:14][C:13]=2[F:19])[CH:6]=[C:5]([C:1]([CH3:4])([CH3:2])[CH3:3])[C:10]=1[OH:11])=[O:36], predict the reactants needed to synthesize it. (6) Given the product [F:79][C:55]1([F:54])[C:59]2[N:60]([CH2:67][C:68]([NH:1][C@H:2]([C:12]3[C:17]([C:18]4[CH:19]=[CH:20][CH:21]=[C:22]5[C:26]=4[N:25]([CH3:27])[N:24]=[C:23]5[NH:28][S:29]([N:32]4[CH2:37][CH2:36][N:35]([CH3:38])[CH2:34][CH2:33]4)(=[O:31])=[O:30])=[CH:16][CH:15]=[C:14]([C:39]#[C:40][C:41]([OH:44])([CH3:42])[CH3:43])[N:13]=3)[CH2:3][C:4]3[CH:5]=[C:6]([F:11])[CH:7]=[C:8]([F:10])[CH:9]=3)=[O:69])[N:61]=[C:62]([C:63]([F:66])([F:65])[F:64])[C:58]=2[C@H:57]2[CH2:78][C@@H:56]12, predict the reactants needed to synthesize it. The reactants are: [NH2:1][C@H:2]([C:12]1[C:17]([C:18]2[CH:19]=[CH:20][CH:21]=[C:22]3[C:26]=2[N:25]([CH3:27])[N:24]=[C:23]3[NH:28][S:29]([N:32]2[CH2:37][CH2:36][N:35]([CH3:38])[CH2:34][CH2:33]2)(=[O:31])=[O:30])=[CH:16][CH:15]=[C:14]([C:39]#[C:40][C:41]([OH:44])([CH3:43])[CH3:42])[N:13]=1)[CH2:3][C:4]1[CH:9]=[C:8]([F:10])[CH:7]=[C:6]([F:11])[CH:5]=1.CCN(C(C)C)C(C)C.[F:54][C:55]1([F:79])[C:59]2[N:60]([CH2:67][C:68](ON3C(=O)CCC3=O)=[O:69])[N:61]=[C:62]([C:63]([F:66])([F:65])[F:64])[C:58]=2[C@H:57]2[CH2:78][C@@H:56]12. (7) Given the product [CH3:37][N:38]1[CH:42]=[C:41]([C:43]([N:2]2[CH2:3][CH2:4][CH:5]([N:8]3[CH:12]=[C:11]([C:13]4[CH:36]=[CH:35][C:16]5[N:17]([C:20]6[CH:21]=[C:22]([NH:26][C:27]([NH:29][CH2:30][C:31]([F:33])([F:32])[F:34])=[O:28])[CH:23]=[CH:24][CH:25]=6)[CH:18]=[N:19][C:15]=5[CH:14]=4)[CH:10]=[N:9]3)[CH2:6][CH2:7]2)=[O:44])[CH:40]=[N:39]1, predict the reactants needed to synthesize it. The reactants are: Cl.[NH:2]1[CH2:7][CH2:6][CH:5]([N:8]2[CH:12]=[C:11]([C:13]3[CH:36]=[CH:35][C:16]4[N:17]([C:20]5[CH:21]=[C:22]([NH:26][C:27]([NH:29][CH2:30][C:31]([F:34])([F:33])[F:32])=[O:28])[CH:23]=[CH:24][CH:25]=5)[CH:18]=[N:19][C:15]=4[CH:14]=3)[CH:10]=[N:9]2)[CH2:4][CH2:3]1.[CH3:37][N:38]1[CH:42]=[C:41]([C:43](Cl)=[O:44])[CH:40]=[N:39]1.N1C=CC=CC=1. (8) Given the product [Br:15][C:16]1[CH:17]=[C:18]([C:23](=[O:25])[CH2:24][C:9]([C:4]2[CH:3]=[C:2]([Cl:1])[CH:7]=[C:6]([Cl:8])[CH:5]=2)([OH:14])[C:10]([F:11])([F:12])[F:13])[CH:19]=[CH:20][C:21]=1[CH3:22], predict the reactants needed to synthesize it. The reactants are: [Cl:1][C:2]1[CH:3]=[C:4]([C:9](=[O:14])[C:10]([F:13])([F:12])[F:11])[CH:5]=[C:6]([Cl:8])[CH:7]=1.[Br:15][C:16]1[CH:17]=[C:18]([C:23](=[O:25])[CH3:24])[CH:19]=[CH:20][C:21]=1[CH3:22].C(N(CC)CC)C. (9) Given the product [C:4]([Si:1]([CH3:3])([CH3:2])[O:8][CH:9]([CH2:20][O:21][C:22]1[CH:27]=[CH:26][CH:25]=[C:24]([C:28]2[N:29]=[C:30]([Cl:36])[C:31]([CH3:35])=[C:32]([NH:50][CH:47]3[CH2:48][CH2:49][O:44][CH2:45][CH2:46]3)[N:33]=2)[CH:23]=1)[CH2:10][N:11]([CH3:19])[C:12](=[O:18])[O:13][C:14]([CH3:15])([CH3:16])[CH3:17])([CH3:7])([CH3:5])[CH3:6], predict the reactants needed to synthesize it. The reactants are: [Si:1]([O:8][CH:9]([CH2:20][O:21][C:22]1[CH:27]=[CH:26][CH:25]=[C:24]([C:28]2[N:33]=[C:32](Cl)[C:31]([CH3:35])=[C:30]([Cl:36])[N:29]=2)[CH:23]=1)[CH2:10][N:11]([CH3:19])[C:12](=[O:18])[O:13][C:14]([CH3:17])([CH3:16])[CH3:15])([C:4]([CH3:7])([CH3:6])[CH3:5])([CH3:3])[CH3:2].C(N(CC)CC)C.[O:44]1[CH2:49][CH2:48][CH:47]([NH2:50])[CH2:46][CH2:45]1. (10) Given the product [C:67]([O:66][C:64]([N:14]([CH2:33][C:35]1[CH:40]=[CH:39][C:38]([B:41]([OH:43])[OH:42])=[CH:37][CH:36]=1)[CH2:13][C:11]1[N:10]=[N:9][N:8]([CH2:7][C:6]2[CH:5]=[CH:4][C:3]([O:2][CH3:1])=[CH:16][CH:15]=2)[CH:12]=1)=[O:65])([CH3:70])([CH3:69])[CH3:68].[C:75]([O:74][C:72]([N:30]([CH2:33][C:35]1[CH:40]=[CH:39][C:38]([B:41]([OH:43])[OH:42])=[CH:37][CH:36]=1)[CH2:29][C:28]1[N:24]([CH2:23][C:22]2[CH:21]=[CH:20][C:19]([O:18][CH3:17])=[CH:32][CH:31]=2)[N:25]=[N:26][CH:27]=1)=[O:73])([CH3:76])([CH3:77])[CH3:78], predict the reactants needed to synthesize it. The reactants are: [CH3:1][O:2][C:3]1[CH:16]=[CH:15][C:6]([CH2:7][N:8]2[CH:12]=[C:11]([CH2:13][NH2:14])[N:10]=[N:9]2)=[CH:5][CH:4]=1.[CH3:17][O:18][C:19]1[CH:32]=[CH:31][C:22]([CH2:23][N:24]2[C:28]([CH2:29][NH2:30])=[CH:27][N:26]=[N:25]2)=[CH:21][CH:20]=1.[CH:33]([C:35]1[CH:40]=[CH:39][C:38]([B:41]([OH:43])[OH:42])=[CH:37][CH:36]=1)=O.C(O[BH-](OC(=O)C)OC(=O)C)(=O)C.[Na+].C(=O)([O-])[O-].[K+].[K+].[C:64](O[C:72]([O:74][C:75]([CH3:78])([CH3:77])[CH3:76])=[O:73])([O:66][C:67]([CH3:70])([CH3:69])[CH3:68])=[O:65].